From a dataset of Catalyst prediction with 721,799 reactions and 888 catalyst types from USPTO. Predict which catalyst facilitates the given reaction. (1) Reactant: [CH3:1][O:2][C:3]1[CH:4]=[C:5]([CH:14]=[CH:15][C:16]=1[O:17][CH3:18])[CH2:6][NH:7][CH2:8][CH:9](OC)OC.CO/N=[CH:22]/[C:23]1[CH:31]=[CH:30][C:26]2[O:27][CH2:28][O:29][C:25]=2[C:24]=1[CH2:32][N:33]1[CH2:37][CH2:36][CH2:35][CH2:34]1.Cl.[NH4+].[OH-]. Product: [CH3:18][O:17][C:16]1[CH:15]=[C:14]2[C:5](=[CH:4][C:3]=1[O:2][CH3:1])[CH:6]=[N:7][C:8]1[C:31]3[CH:30]=[C:26]4[O:27][CH2:28][O:29][C:25]4=[C:24]([CH2:32][N:33]4[CH2:34][CH2:35][CH2:36][CH2:37]4)[C:23]=3[CH2:22][C:9]2=1. The catalyst class is: 6. (2) Reactant: C([Li])CCC.Br[C:7]1[CH:16]=[CH:15][C:14]2[C:9](=[CH:10][CH:11]=[CH:12][CH:13]=2)[CH:8]=1.[CH3:17][N:18]1[CH:22]2[CH2:23][C:24]([CH2:26][CH:19]1[CH2:20][CH2:21]2)=O.[ClH:27]. Product: [ClH:27].[CH3:17][N:18]1[CH:22]2[CH2:21][CH2:20][CH:19]1[CH:26]=[C:24]([C:7]1[CH:16]=[CH:15][C:14]3[C:9](=[CH:10][CH:11]=[CH:12][CH:13]=3)[CH:8]=1)[CH2:23]2. The catalyst class is: 385. (3) Reactant: Br[CH2:2][C:3]1[C:17]([F:18])=[CH:16][C:6]([C:7]([NH:9][S:10]([N:13]([CH3:15])[CH3:14])(=[O:12])=[O:11])=[O:8])=[C:5]([F:19])[CH:4]=1.[Cl:20][C:21]1[CH:26]=[C:25]([OH:27])[CH:24]=[CH:23][C:22]=1[C:28]([F:31])([F:30])[F:29].C(=O)([O-])[O-].[K+].[K+]. Product: [Cl:20][C:21]1[CH:26]=[C:25]([CH:24]=[CH:23][C:22]=1[C:28]([F:29])([F:30])[F:31])[O:27][CH2:2][C:3]1[C:17]([F:18])=[CH:16][C:6]([C:7]([NH:9][S:10]([N:13]([CH3:15])[CH3:14])(=[O:12])=[O:11])=[O:8])=[C:5]([F:19])[CH:4]=1. The catalyst class is: 633. (4) Reactant: [N:1]1([C:6]2[CH:12]=[CH:11][C:9]([NH2:10])=[CH:8][CH:7]=2)[CH:5]=[N:4][CH:3]=[N:2]1.[C:13](O[C:13]([O:15][C:16]([CH3:19])([CH3:18])[CH3:17])=[O:14])([O:15][C:16]([CH3:19])([CH3:18])[CH3:17])=[O:14]. Product: [N:1]1([C:6]2[CH:12]=[CH:11][C:9]([NH:10][C:13](=[O:14])[O:15][C:16]([CH3:19])([CH3:18])[CH3:17])=[CH:8][CH:7]=2)[CH:5]=[N:4][CH:3]=[N:2]1. The catalyst class is: 11.